Task: Predict the reactants needed to synthesize the given product.. Dataset: Full USPTO retrosynthesis dataset with 1.9M reactions from patents (1976-2016) (1) Given the product [F:1][C:2]1[CH:3]=[C:4]([CH:5]=[CH:6][C:7]=1[C:8]([F:10])([F:11])[F:9])[CH2:12][O:13][C:15]1[CH:25]=[C:19]2[N:20]([CH3:24])[CH2:21][CH2:22][CH2:23][N:18]2[C:17](=[O:26])[N:16]=1, predict the reactants needed to synthesize it. The reactants are: [F:1][C:2]1[CH:3]=[C:4]([CH2:12][OH:13])[CH:5]=[CH:6][C:7]=1[C:8]([F:11])([F:10])[F:9].Cl[C:15]1[CH:25]=[C:19]2[N:20]([CH3:24])[CH2:21][CH2:22][CH2:23][N:18]2[C:17](=[O:26])[N:16]=1. (2) Given the product [F:1][C:2]1[CH:3]=[C:4]([CH:24]=[C:25]([N:27]2[CH2:28][CH2:29][O:30][CH2:31][CH2:32]2)[CH:26]=1)[C:5]([NH:7][C:8]1[C:13]2[C:12](=[CH:17][CH:16]=[CH:15][CH:14]=2)[C:11]([CH:18]=[O:35])=[CH:10][CH:9]=1)=[O:6], predict the reactants needed to synthesize it. The reactants are: [F:1][C:2]1[CH:3]=[C:4]([CH:24]=[C:25]([N:27]2[CH2:32][CH2:31][O:30][CH2:29][CH2:28]2)[CH:26]=1)[C:5]([NH:7][C:8]1[C:17]2[C:12](=[CH:13][CH:14]=[CH:15][CH:16]=2)[C:11]([CH:18]=CCCCC)=[CH:10][CH:9]=1)=[O:6].O.I([O-])(=O)(=O)=[O:35].[Na+].